The task is: Predict the product of the given reaction.. This data is from Forward reaction prediction with 1.9M reactions from USPTO patents (1976-2016). (1) Given the reactants C([C@@H]1N(C(=O)C2C=CC(OC3C=CC=CC=3)=CC=2)C[C@H](CC(C)C)NC1=O)C(C)C.[CH2:31]([C@@H:35]1[NH:40][CH2:39][C@H:38]([CH2:41][CH:42]([CH3:44])[CH3:43])[NH:37][C:36]1=[O:45])[CH:32]([CH3:34])[CH3:33].[F:46][C:47]1[CH:52]=[CH:51][C:50]([C:53]2[O:57][N:56]=[C:55]([C:58](O)=[O:59])[N:54]=2)=[CH:49][CH:48]=1, predict the reaction product. The product is: [F:46][C:47]1[CH:48]=[CH:49][C:50]([C:53]2[O:57][N:56]=[C:55]([C:58]([N:40]3[CH2:39][C@H:38]([CH2:41][CH:42]([CH3:44])[CH3:43])[NH:37][C:36](=[O:45])[C@@H:35]3[CH2:31][CH:32]([CH3:34])[CH3:33])=[O:59])[N:54]=2)=[CH:51][CH:52]=1. (2) Given the reactants [NH2:1][C:2]1[N:3]=C(NC2C=CC(S(F)(=O)=O)=CC=2)SC=1C(=O)C1C(F)=CC=CC=1F.[CH3:28][S:29][C:30]1[CH:35]=[CH:34][C:33]([N:36]=[C:37]=[S:38])=[CH:32][CH:31]=1.Br[CH2:40][C:41]([C:43]1[C:48]([Cl:49])=[CH:47][CH:46]=[CH:45][C:44]=1[Cl:50])=[O:42], predict the reaction product. The product is: [NH2:3][C:2]1[N:1]=[C:37]([NH:36][C:33]2[CH:34]=[CH:35][C:30]([S:29][CH3:28])=[CH:31][CH:32]=2)[S:38][C:40]=1[C:41](=[O:42])[C:43]1[C:48]([Cl:49])=[CH:47][CH:46]=[CH:45][C:44]=1[Cl:50]. (3) Given the reactants Cl[C:2]1[CH:7]=[C:6]([C:8]2[CH:13]=[C:12]([Br:14])[CH:11]=[CH:10][C:9]=2[O:15][CH3:16])[N:5]=[C:4]([NH2:17])[N:3]=1.[Br:18][C:19]1[CH:24]=[CH:23][C:22]([NH2:25])=[CH:21][CH:20]=1, predict the reaction product. The product is: [Br:14][C:12]1[CH:11]=[CH:10][C:9]([O:15][CH3:16])=[C:8]([C:6]2[N:5]=[C:4]([NH2:17])[N:3]=[C:2]([NH:25][C:22]3[CH:23]=[CH:24][C:19]([Br:18])=[CH:20][CH:21]=3)[CH:7]=2)[CH:13]=1. (4) The product is: [F:9][C:10]1[CH:15]=[CH:14][C:13]([C:16]2[N:17]=[C:18]([CH:28]([CH3:30])[CH3:29])[NH:19][C:20]=2[C:21]2[CH:26]=[CH:25][CH:24]=[C:23]([CH3:27])[N:22]=2)=[CH:12][C:11]=1[C:31]1[CH:32]=[CH:6][NH:4][N:35]=1. Given the reactants COC(OC)[N:4]([CH3:6])C.[F:9][C:10]1[CH:15]=[CH:14][C:13]([C:16]2[N:17]=[C:18]([CH:28]([CH3:30])[CH3:29])[NH:19][C:20]=2[C:21]2[CH:26]=[CH:25][CH:24]=[C:23]([CH3:27])[N:22]=2)=[CH:12][C:11]=1[C:31](=O)[CH3:32].O.[NH2:35]N, predict the reaction product. (5) Given the reactants [H-].[Al+3].[Li+].[H-].[H-].[H-].C[O:8][C:9](=O)[C@:10]([NH2:21])([CH3:20])[CH2:11][CH2:12][C:13]1[CH:18]=[CH:17][CH:16]=[CH:15][C:14]=1[Cl:19].S([O-])([O-])(=O)=O.[Na+].[Na+], predict the reaction product. The product is: [NH2:21][C@@:10]([CH3:20])([CH2:11][CH2:12][C:13]1[CH:18]=[CH:17][CH:16]=[CH:15][C:14]=1[Cl:19])[CH2:9][OH:8]. (6) Given the reactants Cl.Cl.[F:3][C:4]1[CH:5]=[C:6]([NH:10][NH2:11])[CH:7]=[CH:8][CH:9]=1, predict the reaction product. The product is: [F:3][C:4]1[CH:5]=[C:6]([N:10]2[CH:5]=[CH:4][C:9]([CH3:8])=[N:11]2)[CH:7]=[CH:8][CH:9]=1.